From a dataset of Peptide-MHC class II binding affinity with 134,281 pairs from IEDB. Regression. Given a peptide amino acid sequence and an MHC pseudo amino acid sequence, predict their binding affinity value. This is MHC class II binding data. The peptide sequence is QISGVDLGLPNWGKY. The MHC is HLA-DQA10501-DQB10301 with pseudo-sequence HLA-DQA10501-DQB10301. The binding affinity (normalized) is 0.580.